This data is from Full USPTO retrosynthesis dataset with 1.9M reactions from patents (1976-2016). The task is: Predict the reactants needed to synthesize the given product. Given the product [N:9]1([C@@H:13]2[CH2:17][CH2:16][NH:15][CH2:14]2)[CH2:10][CH2:11][CH2:12][CH2:8]1, predict the reactants needed to synthesize it. The reactants are: C[C@H]1CCCN1.C[C@H:8]1[CH2:12][CH2:11][CH2:10][N:9]1[C@H:13]1[CH2:17][CH2:16][NH:15][CH2:14]1.